The task is: Predict the product of the given reaction.. This data is from Forward reaction prediction with 1.9M reactions from USPTO patents (1976-2016). Given the reactants [CH3:1][C:2]1[CH:7]=[CH:6][N:5]=[CH:4][N:3]=1.[Cl:8][C:9]1[CH:10]=[C:11]([CH:17]=[CH:18][CH:19]=1)[C:12](OCC)=[O:13].C[Si]([N-][Si](C)(C)C)(C)C.[Li+], predict the reaction product. The product is: [Cl:8][C:9]1[CH:10]=[C:11]([C:12]([OH:13])=[CH:1][C:2]2[CH:7]=[CH:6][N:5]=[CH:4][N:3]=2)[CH:17]=[CH:18][CH:19]=1.